Predict which catalyst facilitates the given reaction. From a dataset of Catalyst prediction with 721,799 reactions and 888 catalyst types from USPTO. (1) Reactant: [CH3:1][O:2][C:3]1[CH:8]=[CH:7][C:6]([CH2:9][C:10]([OH:12])=O)=[CH:5][CH:4]=1.CCN=C=NCCCN(C)C.Cl.ON1C2C=CC=CC=2N=N1.[C:35]([O:39][C:40](=[O:60])[C:41]1[CH:46]=[CH:45][C:44]([CH2:47][N:48]2[CH:57]=[CH:56][C:55]3[C:50](=[CH:51][C:52]([NH2:58])=[CH:53][CH:54]=3)[C:49]2=[O:59])=[CH:43][CH:42]=1)([CH3:38])([CH3:37])[CH3:36].C([O-])(O)=O.[Na+]. The catalyst class is: 35. Product: [C:35]([O:39][C:40](=[O:60])[C:41]1[CH:46]=[CH:45][C:44]([CH2:47][N:48]2[CH:57]=[CH:56][C:55]3[C:50](=[CH:51][C:52]([NH:58][C:10](=[O:12])[CH2:9][C:6]4[CH:5]=[CH:4][C:3]([O:2][CH3:1])=[CH:8][CH:7]=4)=[CH:53][CH:54]=3)[C:49]2=[O:59])=[CH:43][CH:42]=1)([CH3:38])([CH3:36])[CH3:37]. (2) The catalyst class is: 70. Reactant: [NH2:1][C:2]1[C:7]([C:8]#[N:9])=[C:6]([NH:10][C@H:11]([C:13]2[N:17]([CH:18]3[CH2:20][CH2:19]3)[C:16]3[C:21](Br)=[C:22]([F:25])[CH:23]=[CH:24][C:15]=3[N:14]=2)[CH3:12])[N:5]=[CH:4][N:3]=1.[N:27]1[CH:32]=[CH:31][CH:30]=[C:29](B(O)O)[CH:28]=1.C(=O)([O-])[O-].[Cs+].[Cs+]. Product: [NH2:1][C:2]1[C:7]([C:8]#[N:9])=[C:6]([NH:10][C@H:11]([C:13]2[N:17]([CH:18]3[CH2:20][CH2:19]3)[C:16]3[C:21]([C:29]4[CH:28]=[N:27][CH:32]=[CH:31][CH:30]=4)=[C:22]([F:25])[CH:23]=[CH:24][C:15]=3[N:14]=2)[CH3:12])[N:5]=[CH:4][N:3]=1.